From a dataset of Full USPTO retrosynthesis dataset with 1.9M reactions from patents (1976-2016). Predict the reactants needed to synthesize the given product. (1) Given the product [F:1][C:2]1[CH:3]=[C:4]([C:35]2[C:36]([C:41]#[N:42])=[CH:37][CH:38]=[CH:39][CH:40]=2)[CH:5]=[CH:6][C:7]=1[CH2:8][C:9]1[C:10](=[O:34])[N:11]([C@H:21]2[CH2:22][CH2:23][C@H:24]([O:27][CH:28]([C:29]3([CH2:30][F:31])[CH2:43][O:32]3)[CH3:33])[CH2:25][CH2:26]2)[C:12]2[N:13]([N:18]=[CH:19][N:20]=2)[C:14]=1[CH2:15][CH2:16][CH3:17], predict the reactants needed to synthesize it. The reactants are: [F:1][C:2]1[CH:3]=[C:4]([C:35]2[C:36]([C:41]#[N:42])=[CH:37][CH:38]=[CH:39][CH:40]=2)[CH:5]=[CH:6][C:7]=1[CH2:8][C:9]1[C:10](=[O:34])[N:11]([C@H:21]2[CH2:26][CH2:25][C@H:24]([O:27][CH:28]([CH3:33])[CH:29]([OH:32])[CH2:30][F:31])[CH2:23][CH2:22]2)[C:12]2[N:13]([N:18]=[CH:19][N:20]=2)[C:14]=1[CH2:15][CH2:16][CH3:17].[CH3:43]C(OI1(OC(C)=O)(OC(C)=O)OC(=O)C2C=CC=CC1=2)=O.C(=O)([O-])O.[Na+].S([O-])([O-])(=O)=S.[Na+].[Na+]. (2) Given the product [CH:8]1([C:11]2[N:16]=[C:15]([O:17][CH3:18])[C:14]([CH2:19][CH2:20][NH2:21])=[CH:13][CH:12]=2)[CH2:10][CH2:9]1, predict the reactants needed to synthesize it. The reactants are: [BH4-].[Li+].Cl[Si](C)(C)C.[CH:8]1([C:11]2[N:16]=[C:15]([O:17][CH3:18])[C:14](/[CH:19]=[CH:20]/[N+:21]([O-])=O)=[CH:13][CH:12]=2)[CH2:10][CH2:9]1. (3) Given the product [C:13]([O:12][C:11]([NH:10][C:4]1[C:3]([Cl:18])=[C:2]([N:26]2[CH2:27][CH2:28][N:23]([CH:21]3[CH2:22][O:19][CH2:20]3)[CH:24]([C:29]([O:31][CH3:32])=[O:30])[CH2:25]2)[CH:7]=[C:6]([C:8]#[N:9])[CH:5]=1)=[O:17])([CH3:16])([CH3:15])[CH3:14], predict the reactants needed to synthesize it. The reactants are: Br[C:2]1[C:3]([Cl:18])=[C:4]([NH:10][C:11](=[O:17])[O:12][C:13]([CH3:16])([CH3:15])[CH3:14])[CH:5]=[C:6]([C:8]#[N:9])[CH:7]=1.[O:19]1[CH2:22][CH:21]([N:23]2[CH2:28][CH2:27][NH:26][CH2:25][CH:24]2[C:29]([O:31][CH3:32])=[O:30])[CH2:20]1.CN1CCNCC1C(OC)=O.C1C=CC(P(C2C(C3C(P(C4C=CC=CC=4)C4C=CC=CC=4)=CC=C4C=3C=CC=C4)=C3C(C=CC=C3)=CC=2)C2C=CC=CC=2)=CC=1.C([O-])([O-])=O.[Cs+].[Cs+]. (4) Given the product [N:1]([CH:4]([C:26]1[CH:27]=[CH:28][CH:29]=[CH:30][CH:31]=1)[C:5]1[CH:6]=[C:7]([CH:23]=[CH:24][CH:25]=1)[O:8][CH2:9][C:10]1[CH:11]=[CH:12][C:13]([C:16]2([C:19]([OH:21])=[O:20])[CH2:18][CH2:17]2)=[CH:14][CH:15]=1)=[N+:2]=[N-:3], predict the reactants needed to synthesize it. The reactants are: [N:1]([CH:4]([C:26]1[CH:31]=[CH:30][CH:29]=[CH:28][CH:27]=1)[C:5]1[CH:6]=[C:7]([CH:23]=[CH:24][CH:25]=1)[O:8][CH2:9][C:10]1[CH:15]=[CH:14][C:13]([C:16]2([C:19]([O:21]C)=[O:20])[CH2:18][CH2:17]2)=[CH:12][CH:11]=1)=[N+:2]=[N-:3].[OH-].[Na+].